From a dataset of Reaction yield outcomes from USPTO patents with 853,638 reactions. Predict the reaction yield, written as a fraction of the theoretical maximum amount of product (1.0 means a 100% yield; for example, 0.34 means a 34% yield). (1) The reactants are Cl.[NH2:2][C@H:3]1[C@H:8]2[CH2:9][C@H:5]([CH2:6][CH2:7]2)[C@H:4]1[C:10]([O:12][CH3:13])=[O:11].C([O-])(=O)C.[Na+].[F:19][C:20]1[CH:27]=[CH:26][C:23]([CH:24]=O)=[CH:22][CH:21]=1.C([BH3-])#N.[Na+].C(=O)(O)[O-].[Na+]. The catalyst is CO.C(OCC)(=O)C. The product is [F:19][C:20]1[CH:27]=[CH:26][C:23]([CH2:24][NH:2][C@H:3]2[C@H:8]3[CH2:9][C@H:5]([CH2:6][CH2:7]3)[C@H:4]2[C:10]([O:12][CH3:13])=[O:11])=[CH:22][CH:21]=1. The yield is 0.980. (2) The reactants are [CH3:1][O:2][C:3](=[O:12])[C:4]1[CH:9]=[CH:8][C:7]([CH:10]=[CH2:11])=[CH:6][CH:5]=1.B1C2CCCC1CCC2.[O:22]1CCCC1. No catalyst specified. The product is [CH3:1][O:2][C:3](=[O:12])[C:4]1[CH:9]=[CH:8][C:7]([CH2:10][CH2:11][OH:22])=[CH:6][CH:5]=1. The yield is 0.647. (3) The yield is 0.700. The product is [CH2:20]([C:8]([CH:3]1[CH2:4][CH2:5][CH2:6][CH2:7]1)([C:14]([CH3:16])=[O:15])[C:9]([O:11][CH2:12][CH3:13])=[O:10])[CH2:21][CH2:22][CH3:23]. The reactants are [H-].[Na+].[CH:3]1([CH:8]([C:14]([CH3:16])=[O:15])[C:9]([O:11][CH2:12][CH3:13])=[O:10])[CH2:7][CH2:6][CH2:5][CH2:4]1.[H][H].I[CH2:20][CH2:21][CH2:22][CH3:23]. The catalyst is CN(C)C=O. (4) The reactants are C[Si]([N-][Si](C)(C)C)(C)C.[Na+].C(OC([N:18]1[C:22]([NH2:23])=[CH:21][C:20]([CH2:24][CH2:25][C:26]2[CH:31]=[C:30]([O:32][CH3:33])[CH:29]=[C:28]([O:34][CH3:35])[CH:27]=2)=[N:19]1)=O)(C)(C)C.[F:36][CH:37]1[CH2:42][CH2:41][CH2:40][N:39]([CH2:43][C:44]2[CH:53]=[CH:52][C:47]([C:48](OC)=[O:49])=[CH:46][CH:45]=2)[CH2:38]1.C(=O)([O-])[O-]. The catalyst is C1COCC1.CC#N. The product is [CH3:33][O:32][C:30]1[CH:31]=[C:26]([CH2:25][CH2:24][C:20]2[NH:19][N:18]=[C:22]([NH:23][C:48](=[O:49])[C:47]3[CH:46]=[CH:45][C:44]([CH2:43][N:39]4[CH2:40][CH2:41][CH2:42][CH:37]([F:36])[CH2:38]4)=[CH:53][CH:52]=3)[CH:21]=2)[CH:27]=[C:28]([O:34][CH3:35])[CH:29]=1. The yield is 0.160. (5) The reactants are [C:1]([C@H]1CC[C@H](NC(=O)OC(C)(C)C)CC1)(=[O:4])[CH2:2][CH3:3].C[Si]([N-][Si](C)(C)C)(C)C.[Na+].[F:29][C:30]([F:49])([F:48])[S:31](N(C1C=CC=CN=1)[S:31]([C:30]([F:49])([F:48])[F:29])(=[O:33])=[O:32])(=[O:33])=[O:32]. The catalyst is C1COCC1. The product is [F:29][C:30]([F:49])([F:48])[S:31]([O:4][CH:1]=[CH:2][CH3:3])(=[O:33])=[O:32]. The yield is 0.880.